From a dataset of Reaction yield outcomes from USPTO patents with 853,638 reactions. Predict the reaction yield, written as a fraction of the theoretical maximum amount of product (1.0 means a 100% yield; for example, 0.34 means a 34% yield). (1) The reactants are [NH2:1][C:2]1[CH:7]=[CH:6][C:5]([CH:8]=[C:9]([C:15]#[N:16])[C:10]([O:12][CH2:13][CH3:14])=[O:11])=[CH:4][CH:3]=1.[C:17](=[O:20])(O)[O-].[Na+].[Cl:22][C:23]1[N:28]=[C:27](Cl)[N:26]=[C:25]([C:30]2[CH:35]=[CH:34][C:33](OC)=[CH:32][CH:31]=2)[N:24]=1. The catalyst is CC(C)=O. The product is [Cl:22][C:23]1[N:24]=[C:25]([C:30]2[CH:35]=[CH:34][CH:33]=[CH:32][C:31]=2[O:20][CH3:17])[N:26]=[C:27]([NH:1][C:2]2[CH:3]=[CH:4][C:5]([CH:8]=[C:9]([C:15]#[N:16])[C:10]([O:12][CH2:13][CH3:14])=[O:11])=[CH:6][CH:7]=2)[N:28]=1. The yield is 0.940. (2) The reactants are [H-].[Na+].[CH3:3][CH2:4][O:5][C:6]([CH:8](P(OCC)(OCC)=O)[CH3:9])=[O:7].[CH3:18][O:19][C:20]1[CH:21]=[C:22]2[C:27](=[CH:28][C:29]=1[O:30][CH3:31])[N:26]=[CH:25][CH:24]=[C:23]2[O:32][C:33]1[CH:40]=[CH:39][C:38]([O:41][CH3:42])=[CH:37][C:34]=1[CH:35]=O.O. The catalyst is O1CCCC1. The product is [CH3:18][O:19][C:20]1[CH:21]=[C:22]2[C:27](=[CH:28][C:29]=1[O:30][CH3:31])[N:26]=[CH:25][CH:24]=[C:23]2[O:32][C:33]1[CH:40]=[CH:39][C:38]([O:41][CH3:42])=[CH:37][C:34]=1/[CH:35]=[C:8](\[CH3:9])/[C:6]([O:5][CH2:4][CH3:3])=[O:7]. The yield is 0.500.